Dataset: Reaction yield outcomes from USPTO patents with 853,638 reactions. Task: Predict the reaction yield, written as a fraction of the theoretical maximum amount of product (1.0 means a 100% yield; for example, 0.34 means a 34% yield). (1) The reactants are [CH3:1][O:2][C:3]1[CH:8]=[CH:7][C:6]([CH:9]=[CH:10][C:11](=[O:22])[CH:12]=[CH:13][C:14]2[CH:19]=[CH:18][C:17]([O:20][CH3:21])=[CH:16][CH:15]=2)=[CH:5][CH:4]=1.[CH3:23][NH2:24].O. The catalyst is CN(C)C=O. The product is [CH3:21][O:20][C:17]1[CH:18]=[CH:19][C:14]([CH:13]2[CH2:12][C:11](=[O:22])[CH2:10][CH:9]([C:6]3[CH:5]=[CH:4][C:3]([O:2][CH3:1])=[CH:8][CH:7]=3)[N:24]2[CH3:23])=[CH:15][CH:16]=1. The yield is 0.680. (2) The reactants are [Cl:1][C:2]1[CH:12]=[CH:11][C:5]2[NH:6][C:7](=[O:10])[CH2:8][O:9][C:4]=2[CH:3]=1.C([O-])([O-])=O.[Cs+].[Cs+].[Cl:19][CH2:20][CH2:21][CH2:22]I. The catalyst is CCCCCCC.CCOC(C)=O. The product is [Cl:1][C:2]1[CH:12]=[CH:11][C:5]2[N:6]([CH2:22][CH2:21][CH2:20][Cl:19])[C:7](=[O:10])[CH2:8][O:9][C:4]=2[CH:3]=1. The yield is 0.790. (3) The reactants are Cl.N[C:3]1[CH:8]=[CH:7][C:6]2[C:9]3[S:10][C:11]4[CH:18]=[C:17]([CH2:19][CH3:20])[CH:16]=[CH:15][C:12]=4[C:13]=3[S:14][C:5]=2[CH:4]=1.N([O-])=O.[Na+].[I-:25].[K+]. The catalyst is O. The product is [I:25][C:3]1[CH:8]=[CH:7][C:6]2[C:9]3[S:10][C:11]4[CH:18]=[C:17]([CH2:19][CH3:20])[CH:16]=[CH:15][C:12]=4[C:13]=3[S:14][C:5]=2[CH:4]=1. The yield is 0.610. (4) The reactants are [CH2:1]([O:8][C:9]1[CH:10]=[C:11]2[C:15](=[CH:16][C:17]=1Br)[N:14]([CH:19]1[CH2:24][CH2:23][CH2:22][CH2:21][O:20]1)[N:13]=[CH:12]2)[C:2]1[CH:7]=[CH:6][CH:5]=[CH:4][CH:3]=1.B1(B2OC(C)(C)C(C)(C)O2)OC(C)(C)C(C)(C)O1.CC([O-])=O.[K+].Br[C:49]1[CH:50]=[CH:51][C:52]([CH3:55])=[N:53][CH:54]=1.C([O-])([O-])=O.[Cs+].[Cs+]. The catalyst is O1CCOCC1.C1C=CC(P(C2C=CC=CC=2)[C-]2C=CC=C2)=CC=1.C1C=CC(P(C2C=CC=CC=2)[C-]2C=CC=C2)=CC=1.[Fe+2].C1C=CC(P(C2C=CC=CC=2)[C-]2C=CC=C2)=CC=1.C1C=CC(P(C2C=CC=CC=2)[C-]2C=CC=C2)=CC=1.Cl[Pd]Cl.[Fe+2].C1C=CC([P]([Pd]([P](C2C=CC=CC=2)(C2C=CC=CC=2)C2C=CC=CC=2)([P](C2C=CC=CC=2)(C2C=CC=CC=2)C2C=CC=CC=2)[P](C2C=CC=CC=2)(C2C=CC=CC=2)C2C=CC=CC=2)(C2C=CC=CC=2)C2C=CC=CC=2)=CC=1.CCOC(C)=O. The product is [CH2:1]([O:8][C:9]1[CH:10]=[C:11]2[C:15](=[CH:16][C:17]=1[C:49]1[CH:54]=[N:53][C:52]([CH3:55])=[CH:51][CH:50]=1)[N:14]([CH:19]1[CH2:24][CH2:23][CH2:22][CH2:21][O:20]1)[N:13]=[CH:12]2)[C:2]1[CH:7]=[CH:6][CH:5]=[CH:4][CH:3]=1. The yield is 0.460.